Predict the reaction yield, written as a fraction of the theoretical maximum amount of product (1.0 means a 100% yield; for example, 0.34 means a 34% yield). From a dataset of Reaction yield outcomes from USPTO patents with 853,638 reactions. (1) The reactants are [F:1][C:2]1[CH:7]=[CH:6][CH:5]=[C:4]([F:8])[CH:3]=1.C([Li])CCC.[CH3:14][S:15]SC. The catalyst is C1COCC1. The product is [F:1][C:2]1[CH:7]=[CH:6][CH:5]=[C:4]([F:8])[C:3]=1[S:15][CH3:14]. The yield is 0.880. (2) The reactants are [O:1]([C:8]1[CH:9]=[C:10]([CH:23]=[CH:24][CH:25]=1)[CH2:11][S:12][C:13]1[S:14][C:15]2[C:21](=[O:22])[CH2:20][CH2:19][CH2:18][C:16]=2[N:17]=1)[C:2]1[CH:7]=[CH:6][CH:5]=[CH:4][CH:3]=1.[H-].[Al+3].[Li+].[H-].[H-].[H-].O.O.O.O.O.O.O.O.O.O.S([O-])([O-])(=O)=O.[Na+].[Na+]. The catalyst is O1CCCC1. The product is [O:1]([C:8]1[CH:9]=[C:10]([CH:23]=[CH:24][CH:25]=1)[CH2:11][S:12][C:13]1[S:14][C:15]2[CH:21]([OH:22])[CH2:20][CH2:19][CH2:18][C:16]=2[N:17]=1)[C:2]1[CH:7]=[CH:6][CH:5]=[CH:4][CH:3]=1. The yield is 0.870. (3) The reactants are [S:1]1[C:9]2[CH:8]=[CH:7][N:6]=[CH:5][C:4]=2[N:3]=[C:2]1[NH:10]C(=O)C1C=CC=CC=1.[OH-].[Na+]. The catalyst is S(=O)(=O)(O)O. The product is [S:1]1[C:9]2[CH:8]=[CH:7][N:6]=[CH:5][C:4]=2[N:3]=[C:2]1[NH2:10]. The yield is 1.36. (4) The reactants are [I:1][C:2]1[CH:9]=[CH:8][C:5]([CH:6]=O)=[CH:4][CH:3]=1.[CH3:10][C:11]([S:14]([NH2:16])=[O:15])([CH3:13])[CH3:12].CO.C(=O)(O)[O-].[Na+]. The catalyst is ClCCl.[O-]CC.[Ti+4].[O-]CC.[O-]CC.[O-]CC. The product is [I:1][C:2]1[CH:9]=[CH:8][C:5]([CH:6]=[N:16][S:14]([C:11]([CH3:13])([CH3:12])[CH3:10])=[O:15])=[CH:4][CH:3]=1. The yield is 0.930. (5) The reactants are CC[O:3][CH2:4][CH3:5].C[Mg]Br.[F:9][C:10]1[CH:15]=[CH:14][C:13]([S:16]([N:19]2[C:28]3[C:23](=[CH:24][C:25]([C:29]([OH:38])([C:34]([F:37])([F:36])[F:35])[C:30]([F:33])([F:32])[F:31])=[CH:26][CH:27]=3)[CH2:22][CH2:21][C@H:20]2[CH2:39]C(N(OC)C)=O)(=[O:18])=[O:17])=[CH:12][CH:11]=1. The catalyst is C1COCC1. The product is [F:9][C:10]1[CH:15]=[CH:14][C:13]([S:16]([N:19]2[C:28]3[C:23](=[CH:24][C:25]([C:29]([OH:38])([C:30]([F:31])([F:32])[F:33])[C:34]([F:36])([F:35])[F:37])=[CH:26][CH:27]=3)[CH2:22][CH2:21][C@H:20]2[CH2:39][C:4](=[O:3])[CH3:5])(=[O:17])=[O:18])=[CH:12][CH:11]=1. The yield is 0.760.